Dataset: Catalyst prediction with 721,799 reactions and 888 catalyst types from USPTO. Task: Predict which catalyst facilitates the given reaction. (1) Reactant: C(OC([N:8]1[CH2:12][CH:11]=[C:10]([C:13]2[O:14][CH:15]=[CH:16][CH:17]=2)[CH2:9]1)=O)(C)(C)C. Product: [O:14]1[CH:15]=[CH:16][CH:17]=[C:13]1[C:10]1[CH2:9][NH:8][CH2:12][CH:11]=1. The catalyst class is: 157. (2) Reactant: [F:1][S:2]([F:40])([F:39])([F:38])([F:37])[C:3]1[CH:8]=[CH:7][C:6]([C:9]2[CH:10]=[C:11]3[C:16](=[C:17]([O:19]COCC[Si](C)(C)C)[CH:18]=2)[N:15]=[CH:14][N:13](COCC[Si](C)(C)C)[C:12]3=[O:36])=[CH:5][CH:4]=1.O. Product: [F:38][S:2]([F:1])([F:37])([F:39])([F:40])[C:3]1[CH:4]=[CH:5][C:6]([C:9]2[CH:10]=[C:11]3[C:16](=[C:17]([OH:19])[CH:18]=2)[N:15]=[CH:14][NH:13][C:12]3=[O:36])=[CH:7][CH:8]=1. The catalyst class is: 106. (3) Reactant: [C:1]1([C+:7]2[CH:12]=[C:11]([C:13]3[CH:18]=[CH:17][CH:16]=[CH:15][CH:14]=3)[CH:10]=[C:9]([C:19]3[CH:24]=[CH:23][CH:22]=[CH:21][CH:20]=3)O2)[CH:6]=[CH:5][CH:4]=[CH:3][CH:2]=1.C([O-])([O-])=O.[Na+].[Na+].II.[OH2:33].[OH2:34].O.O.O.S([O-])([O-])(=O)=S.[Na+].[Na+]. Product: [C:13]1([C:11]2[CH:10]=[C:9]([C:19]3[CH:20]=[CH:21][CH:22]=[CH:23][CH:24]=3)[O:33][C:12]=2[C:7]([C:1]2[CH:2]=[CH:3][CH:4]=[CH:5][CH:6]=2)=[O:34])[CH:14]=[CH:15][CH:16]=[CH:17][CH:18]=1. The catalyst class is: 95.